From a dataset of Full USPTO retrosynthesis dataset with 1.9M reactions from patents (1976-2016). Predict the reactants needed to synthesize the given product. (1) Given the product [Br:6][CH2:29][C:25]1[CH:24]=[C:23]([C:9]2[C:8]([CH3:7])=[CH:13][C:12]([O:14][CH2:15][CH2:16][CH2:17][S:18]([CH3:21])(=[O:20])=[O:19])=[CH:11][C:10]=2[CH3:22])[CH:28]=[CH:27][CH:26]=1, predict the reactants needed to synthesize it. The reactants are: S(=O)(=O)(O)O.[BrH:6].[CH3:7][C:8]1[CH:13]=[C:12]([O:14][CH2:15][CH2:16][CH2:17][S:18]([CH3:21])(=[O:20])=[O:19])[CH:11]=[C:10]([CH3:22])[C:9]=1[C:23]1[CH:28]=[CH:27][CH:26]=[C:25]([CH2:29]O)[CH:24]=1. (2) Given the product [Cl:23][C:27]1[CH:32]=[CH:31][C:30]2[N:8]([CH2:9][CH2:10][CH2:11][CH2:9][NH:8][C:6]([N:15]3[CH2:14][C:22]4[CH:21]=[CH:20][N:19]=[CH:18][C:17]=4[CH2:16]3)=[O:7])[C:6](=[O:7])[CH:5]3[CH2:12][CH:13]4[CH2:2][CH2:36][O:35][C:33]34[C:29]=2[CH:28]=1, predict the reactants needed to synthesize it. The reactants are: N[C:2]1[CH:13]=[CH:12][C:5]([C:6]([NH:8][CH2:9][CH2:10][CH3:11])=[O:7])=CC=1.[CH2:14]1[C:22]2[CH:21]=[CH:20][N:19]=[CH:18][C:17]=2[CH2:16][NH:15]1.[ClH:23].C1[C:32]2[C:27](=[CH:28][C:29]([C:33]([O:35][CH3:36])=O)=[CH:30][CH:31]=2)CN1. (3) Given the product [N:15]([CH:33]([C:25]1[N:24]([C:18]2[CH:23]=[CH:22][CH:21]=[CH:20][CH:19]=2)[C:28]2[CH:29]=[N:30][CH:31]=[CH:32][C:27]=2[N:26]=1)[CH3:34])=[N+:16]=[N-:17], predict the reactants needed to synthesize it. The reactants are: C1(P([N:15]=[N+:16]=[N-:17])(C2C=CC=CC=2)=O)C=CC=CC=1.[C:18]1([N:24]2[C:28]3[CH:29]=[N:30][CH:31]=[CH:32][C:27]=3[N:26]=[C:25]2[CH:33](O)[CH3:34])[CH:23]=[CH:22][CH:21]=[CH:20][CH:19]=1.C1(P(C2C=CC=CC=2)C2C=CC=CC=2)C=CC=CC=1. (4) Given the product [NH2:17][C@H:16]1[CH2:15][C:14]([C:21]([O:23][CH2:24][CH3:25])=[O:22])=[CH:13][C@@H:12]([O:26][CH:27]([CH2:30][CH3:31])[CH2:28][CH3:29])[C@@H:11]1[NH:10][C:8](=[O:9])[CH:7]([F:32])[F:6], predict the reactants needed to synthesize it. The reactants are: S(O)(=O)(=O)C.[F:6][CH:7]([F:32])[C:8]([NH:10][C@@H:11]1[C@@H:16]([NH:17]C(N)=N)[CH2:15][C:14]([C:21]([O:23][CH2:24][CH3:25])=[O:22])=[CH:13][C@H:12]1[O:26][CH:27]([CH2:30][CH3:31])[CH2:28][CH3:29])=[O:9].CS(O)(=O)=O.N[C@@H]1[C@@H](NC(OC(C)(C)C)=O)CC(C(OCC)=O)=C[C@H]1OC(CC)CC.N1(O)C2C=CC=CC=2N=N1.Cl.C(N=C=NCCN(C)C)C.C(N(C(C)C)CC)(C)C.C1COCC1.C(OC(N[C@H]1CC(C(OCC)=O)=C[C@@H](OC(CC)CC)[C@@H]1NC(=O)C(F)F)=O)(C)(C)C. (5) Given the product [CH3:1][N:2]1[C:7]2[CH:8]=[CH:9][C:10]([NH:12][C:13](=[O:43])[CH2:14][N:15]3[CH:19]=[C:18]([O:20][C:21]4[C:30]5[C:25](=[CH:26][C:27]([O:33][CH2:34][CH2:35][OH:36])=[C:28]([O:31][CH3:32])[CH:29]=5)[N:24]=[CH:23][N:22]=4)[CH:17]=[N:16]3)=[CH:11][C:6]=2[O:5][CH2:4][CH2:3]1, predict the reactants needed to synthesize it. The reactants are: [CH3:1][N:2]1[C:7]2[CH:8]=[CH:9][C:10]([NH:12][C:13](=[O:43])[CH2:14][N:15]3[CH:19]=[C:18]([O:20][C:21]4[C:30]5[C:25](=[CH:26][C:27]([O:33][CH2:34][CH2:35][O:36]C6CCCCO6)=[C:28]([O:31][CH3:32])[CH:29]=5)[N:24]=[CH:23][N:22]=4)[CH:17]=[N:16]3)=[CH:11][C:6]=2[O:5][CH2:4][CH2:3]1. (6) Given the product [CH2:1]([N:8]1[C:16]2[C:11](=[CH:12][CH:13]=[CH:14][CH:15]=2)[C:10]([O:17][C:18]2[CH:26]=[CH:25][CH:24]=[CH:23][C:19]=2[C:20]([NH:31][CH2:30][CH2:29][N:28]([CH3:32])[CH3:27])=[O:21])=[N:9]1)[C:2]1[CH:3]=[CH:4][CH:5]=[CH:6][CH:7]=1, predict the reactants needed to synthesize it. The reactants are: [CH2:1]([N:8]1[C:16]2[C:11](=[CH:12][CH:13]=[CH:14][CH:15]=2)[C:10]([O:17][C:18]2[CH:26]=[CH:25][CH:24]=[CH:23][C:19]=2[C:20](O)=[O:21])=[N:9]1)[C:2]1[CH:7]=[CH:6][CH:5]=[CH:4][CH:3]=1.[CH3:27][N:28]([CH3:32])[CH2:29][CH2:30][NH2:31].